This data is from Reaction yield outcomes from USPTO patents with 853,638 reactions. The task is: Predict the reaction yield, written as a fraction of the theoretical maximum amount of product (1.0 means a 100% yield; for example, 0.34 means a 34% yield). (1) The reactants are [BH4-].[Na+].[CH3:3][O:4][C:5]1[CH:6]=[C:7]2[C:16](=[CH:17][CH:18]=1)[N:15]=[CH:14][C:13]1[O:12][C:11](=[O:19])[C:10]([N:20]3[CH:24]=[C:23]([N+:25]([O-:27])=[O:26])[CH:22]=[N:21]3)=[CH:9][C:8]2=1.Cl.CO. The catalyst is O1CCCC1. The product is [OH:19][CH2:11][CH:10]([N:20]1[CH:24]=[C:23]([N+:25]([O-:27])=[O:26])[CH:22]=[N:21]1)[CH2:9][C:8]1[C:7]2[C:16](=[CH:17][CH:18]=[C:5]([O:4][CH3:3])[CH:6]=2)[N:15]=[CH:14][C:13]=1[OH:12]. The yield is 0.840. (2) The reactants are [C:1](/[C:3](/[C:24]1[CH:29]=[CH:28][C:27]([O:30][CH3:31])=[C:26]([O:32][CH3:33])[CH:25]=1)=[CH:4]\[C:5]1[S:9][C:8]([N:10]2[CH2:15][CH2:14][CH:13]([O:16][C:17](=[O:23])[CH2:18][N:19]3[CH2:22][CH2:21][CH2:20]3)[CH2:12][CH2:11]2)=[CH:7][CH:6]=1)#[N:2].[CH3:34][S:35]([OH:38])(=[O:37])=[O:36]. The catalyst is CO. The product is [CH3:34][S:35]([OH:38])(=[O:37])=[O:36].[C:1](/[C:3](/[C:24]1[CH:29]=[CH:28][C:27]([O:30][CH3:31])=[C:26]([O:32][CH3:33])[CH:25]=1)=[CH:4]\[C:5]1[S:9][C:8]([N:10]2[CH2:11][CH2:12][CH:13]([O:16][C:17](=[O:23])[CH2:18][N:19]3[CH2:22][CH2:21][CH2:20]3)[CH2:14][CH2:15]2)=[CH:7][CH:6]=1)#[N:2]. The yield is 0.950. (3) The reactants are [C:1]([NH:9][C:10]1[C:11]2[N:12]=[CH:13][N:14]([C:33]=2[N:34]=[CH:35][N:36]=1)[C@@H:15]1[O:32][C@H:22]([CH2:23][O:24][Si](C(C)(C)C)(C)C)[C@@H:17]([O:18][CH2:19]SC)[CH2:16]1)(=[O:8])[C:2]1[CH:7]=[CH:6][CH:5]=[CH:4][CH:3]=1.C1CCCCC=1.C(NC1C2N=CN(C=2N=CN=1)[C@@H]1O[C@H](CO[Si](C(C)(C)C)(C)C)[C@@H](O)C1)(=O)C1C=CC=CC=1.[N-:76]=[N+:77]=[N-:78].[Na+].[NH4+].[F-]. The catalyst is C(Cl)Cl. The product is [C:1]([NH:9][C:10]1[C:11]2[N:12]=[CH:13][N:14]([C:33]=2[N:34]=[CH:35][N:36]=1)[C@@H:15]1[O:32][C@H:22]([CH2:23][OH:24])[C@@H:17]([O:18][CH2:19][N:76]=[N+:77]=[N-:78])[CH2:16]1)(=[O:8])[C:2]1[CH:7]=[CH:6][CH:5]=[CH:4][CH:3]=1. The yield is 0.480.